This data is from Full USPTO retrosynthesis dataset with 1.9M reactions from patents (1976-2016). The task is: Predict the reactants needed to synthesize the given product. (1) Given the product [CH3:1][O:2][C:3]([C@@H:5]1[CH2:9][C@@H:8]([S:10]([C:13]2[CH:18]=[CH:17][CH:16]=[CH:15][C:14]=2[Cl:19])(=[O:12])=[O:11])[CH2:7][N:6]1[C:20]1[N:39]([CH2:31][CH2:32][C:33]2[CH:38]=[CH:37][CH:36]=[CH:35][CH:34]=2)[N:40]=[C:22]([CH3:23])[CH:21]=1)=[O:4], predict the reactants needed to synthesize it. The reactants are: [CH3:1][O:2][C:3]([C@@H:5]1[CH2:9][C@@H:8]([S:10]([C:13]2[CH:18]=[CH:17][CH:16]=[CH:15][C:14]=2[Cl:19])(=[O:12])=[O:11])[CH2:7][N:6]1[C:20](=S)[CH2:21][C:22](=O)[CH3:23])=[O:4].S(O)(O)(=O)=O.[CH2:31]([NH:39][NH2:40])[CH2:32][C:33]1[CH:38]=[CH:37][CH:36]=[CH:35][CH:34]=1. (2) Given the product [CH3:40][C:41]1[C:45]([C:2]2[C:10]3[C:5](=[N:6][CH:7]=[C:8]([C:11]4[CH:16]=[CH:15][C:14]([N:17]5[CH2:22][CH2:21][N:20]([C:23]([O:25][C:26]([CH3:29])([CH3:28])[CH3:27])=[O:24])[CH2:19][CH2:18]5)=[CH:13][CH:12]=4)[CH:9]=3)[N:4]([S:30]([C:33]3[CH:39]=[CH:38][C:36]([CH3:37])=[CH:35][CH:34]=3)(=[O:32])=[O:31])[CH:3]=2)=[C:44]([CH3:55])[N:43]([CH2:56][C:57]2[CH:62]=[CH:61][CH:60]=[C:59]([N+:63]([O-:65])=[O:64])[CH:58]=2)[N:42]=1, predict the reactants needed to synthesize it. The reactants are: I[C:2]1[C:10]2[C:5](=[N:6][CH:7]=[C:8]([C:11]3[CH:16]=[CH:15][C:14]([N:17]4[CH2:22][CH2:21][N:20]([C:23]([O:25][C:26]([CH3:29])([CH3:28])[CH3:27])=[O:24])[CH2:19][CH2:18]4)=[CH:13][CH:12]=3)[CH:9]=2)[N:4]([S:30]([C:33]2[CH:39]=[CH:38][C:36]([CH3:37])=[CH:35][CH:34]=2)(=[O:32])=[O:31])[CH:3]=1.[CH3:40][C:41]1[C:45](B2OC(C)(C)C(C)(C)O2)=[C:44]([CH3:55])[N:43]([CH2:56][C:57]2[CH:62]=[CH:61][CH:60]=[C:59]([N+:63]([O-:65])=[O:64])[CH:58]=2)[N:42]=1.C(=O)([O-])[O-].[Na+].[Na+]. (3) Given the product [F:9][C:4]([C:10]([F:13])([F:12])[F:11])([C:5]([F:8])([F:7])[F:6])[CH2:3][CH2:2][SH:16], predict the reactants needed to synthesize it. The reactants are: I[CH2:2][CH2:3][C:4]([C:10]([F:13])([F:12])[F:11])([F:9])[C:5]([F:8])([F:7])[F:6].NC(N)=[S:16].[OH-].[Na+]. (4) Given the product [Br:3][C:4]1[CH:22]=[CH:21][C:7]([C:8]([NH:10][C:11]2[CH:20]=[CH:19][C:14]([C:15]([OH:17])=[O:16])=[CH:13][N:12]=2)=[O:9])=[CH:6][N:5]=1, predict the reactants needed to synthesize it. The reactants are: [OH-].[K+].[Br:3][C:4]1[CH:22]=[CH:21][C:7]([C:8]([NH:10][C:11]2[CH:20]=[CH:19][C:14]([C:15]([O:17]C)=[O:16])=[CH:13][N:12]=2)=[O:9])=[CH:6][N:5]=1. (5) The reactants are: Cl[C:2]1[N:7]=[C:6]([NH:8][C:9]2[CH:14]=[CH:13][C:12]([O:15][CH2:16][CH3:17])=[CH:11][CH:10]=2)[C:5]([F:18])=[CH:4][N:3]=1.C(N(C(C)C)C(C)C)C.[CH2:28]1[CH2:38][O:37][C:36]2[CH:35]=[CH:34][C:32]([NH2:33])=[CH:31][C:30]=2[O:29]1. Given the product [CH2:16]([O:15][C:12]1[CH:13]=[CH:14][C:9]([NH:8][C:6]2[C:5]([F:18])=[CH:4][N:3]=[C:2]([NH:33][C:32]3[CH:34]=[CH:35][C:36]4[O:37][CH2:38][CH2:28][O:29][C:30]=4[CH:31]=3)[N:7]=2)=[CH:10][CH:11]=1)[CH3:17], predict the reactants needed to synthesize it.